Dataset: Reaction yield outcomes from USPTO patents with 853,638 reactions. Task: Predict the reaction yield, written as a fraction of the theoretical maximum amount of product (1.0 means a 100% yield; for example, 0.34 means a 34% yield). (1) The catalyst is COCCO. The product is [CH3:18][O:19][CH2:20][CH2:21][O:22][C@@H:6]1[C@H:7]([OH:12])[C@@H:8]([CH2:10][OH:11])[O:9][C@H:5]1[N:4]1[CH:3]=[C:2]([CH3:1])[C:16](=[O:17])[NH:15][C:14]1=[O:13]. The reactants are [CH3:1][C:2]1[C:16](=[O:17])[N:15]=[C:14]2[N:4]([C@@H:5]3[O:9][C@H:8]([CH2:10][OH:11])[C@@H:7]([OH:12])[C@@H:6]3[O:13]2)[CH:3]=1.[CH3:18][O:19][CH2:20][CH2:21][O:22]B([O:22][CH2:21][CH2:20][O:19][CH3:18])[O:22][CH2:21][CH2:20][O:19][CH3:18]. The yield is 0.630. (2) The reactants are C([O:4][C:5]1[CH:10]=[CH:9][CH:8]=[C:7]([C:11](=[O:18])[C:12]2[CH:17]=[CH:16][CH:15]=[CH:14][CH:13]=2)[C:6]=1[CH3:19])(=O)C.[OH-].[K+]. The catalyst is O. The product is [OH:4][C:5]1[C:6]([CH3:19])=[C:7]([C:11]([C:12]2[CH:17]=[CH:16][CH:15]=[CH:14][CH:13]=2)=[O:18])[CH:8]=[CH:9][CH:10]=1. The yield is 0.170. (3) The reactants are [C:1](Cl)(=[O:3])[CH3:2].[CH2:5]([O:7][C:8](=[O:19])/[CH:9]=[C:10](\[NH2:18])/[C@H:11]([CH3:17])[C@H:12]([CH3:16])/[CH:13]=[CH:14]/[CH3:15])[CH3:6].N1C=CC=CC=1.Cl. The catalyst is C(Cl)Cl. The product is [CH2:5]([O:7][C:8](=[O:19])/[CH:9]=[C:10](\[NH:18][C:1](=[O:3])[CH3:2])/[C@H:11]([CH3:17])[C@H:12]([CH3:16])/[CH:13]=[CH:14]/[CH3:15])[CH3:6]. The yield is 0.662. (4) The reactants are [Br:1][C:2]1[CH:3]=[C:4]([CH:8]=[C:9]([C:11](=[O:15])[NH:12][CH2:13][CH3:14])[CH:10]=1)[C:5](O)=[O:6].CN(C(ON1N=NC2C=CC=NC1=2)=[N+](C)C)C.F[P-](F)(F)(F)(F)F.C(N(C(C)C)CC)(C)C.FC(F)(F)C(O)=O.[NH2:56][CH2:57][CH2:58][CH:59]1[CH2:64][CH2:63][N:62]([C:65]2[C:66]3[S:73][C:72]([C:74]([NH2:76])=[O:75])=[CH:71][C:67]=3[N:68]=[CH:69][N:70]=2)[CH2:61][CH2:60]1. The catalyst is CN(C=O)C.C(OCC)(=O)C. The product is [Br:1][C:2]1[CH:10]=[C:9]([C:11]([NH:12][CH2:13][CH3:14])=[O:15])[CH:8]=[C:4]([CH:3]=1)[C:5]([NH:56][CH2:57][CH2:58][CH:59]1[CH2:64][CH2:63][N:62]([C:65]2[C:66]3[S:73][C:72]([C:74](=[O:75])[NH2:76])=[CH:71][C:67]=3[N:68]=[CH:69][N:70]=2)[CH2:61][CH2:60]1)=[O:6]. The yield is 0.320. (5) The reactants are [Cl:1][C:2]1[CH:7]=[CH:6][N:5]=[C:4]2[CH:8]=[CH:9][S:10][C:3]=12.[Li]CCCC.[O:16]1[CH:20]=[CH:19][CH:18]=[C:17]1[C:21](Cl)=[O:22]. The catalyst is C1COCC1. The product is [Cl:1][C:2]1[CH:7]=[CH:6][N:5]=[C:4]2[CH:8]=[C:9]([C:21]([C:17]3[O:16][CH:20]=[CH:19][CH:18]=3)=[O:22])[S:10][C:3]=12. The yield is 0.230. (6) The reactants are BrC1C(N2CCN(C(NC3C=CC=CC=3)=O)CC2)=C2N=C(C3C=CC(N(C)C)=CC=3)NC2=NC=1.[Br:35][C:36]1[C:37]([N:46]2[CH2:51][CH2:50][N:49]([CH:52]([C:54]3[CH:59]=[CH:58][N:57]=[CH:56][CH:55]=3)[CH3:53])[CH2:48][CH2:47]2)=[C:38]([N+:43]([O-])=O)[C:39]([NH2:42])=[N:40][CH:41]=1.[O-]S(S([O-])=O)=O.[Na+].[Na+].[CH3:68][O:69][C:70]1[CH:75]=[CH:74][C:73]([CH:76]=O)=[CH:72][CH:71]=1. The catalyst is CN(C=O)C. The product is [Br:35][C:36]1[C:37]([N:46]2[CH2:51][CH2:50][N:49]([CH:52]([C:54]3[CH:59]=[CH:58][N:57]=[CH:56][CH:55]=3)[CH3:53])[CH2:48][CH2:47]2)=[C:38]2[N:43]=[C:76]([C:73]3[CH:74]=[CH:75][C:70]([O:69][CH3:68])=[CH:71][CH:72]=3)[NH:42][C:39]2=[N:40][CH:41]=1. The yield is 0.420.